This data is from Full USPTO retrosynthesis dataset with 1.9M reactions from patents (1976-2016). The task is: Predict the reactants needed to synthesize the given product. (1) Given the product [F:45][C:42]1[CH:43]=[CH:44][C:39]([C@:5]23[CH:4]=[C:3]([C:1]#[N:2])[C:36](=[O:37])[C@@H:35]([CH3:38])[C@@H:6]2[CH2:7][CH2:8][C:9]2[C:13]3=[N:12][N:11]([C:14](=[O:34])[CH2:15][NH2:16])[CH:10]=2)=[CH:40][CH:41]=1.[F:50][C:51]([F:56])([F:55])[C:52]([OH:54])=[O:53], predict the reactants needed to synthesize it. The reactants are: [C:1]([C:3]1[C:36](=[O:37])[C@@H:35]([CH3:38])[C@@H:6]2[CH2:7][CH2:8][C:9]3[C:13]([C@@:5]2([C:39]2[CH:44]=[CH:43][C:42]([F:45])=[CH:41][CH:40]=2)[CH:4]=1)=[N:12][N:11]([C:14](=[O:34])[CH2:15][NH:16]C(=O)OCC1C2C=CC=CC=2C2C1=CC=CC=2)[CH:10]=3)#[N:2].O.[OH-].[Li+].Cl.[F:50][C:51]([F:56])([F:55])[C:52]([OH:54])=[O:53]. (2) Given the product [O:4]=[S:2]1(=[O:3])[C:5]2[CH:10]=[CH:9][CH:8]=[CH:7][C:6]=2[NH:11][C:12]([C:14]2[C:23](=[O:24])[C:22]([CH2:28][CH2:29][CH3:30])([CH2:25][CH2:26][CH3:27])[C:21]3[C:16]([C:15]=2[OH:31])=[CH:17][CH:18]=[CH:19][CH:20]=3)=[N:1]1, predict the reactants needed to synthesize it. The reactants are: [NH2:1][S:2]([C:5]1[CH:10]=[CH:9][CH:8]=[CH:7][C:6]=1[NH:11][C:12]([C:14]1[C:23](=[O:24])[C:22]([CH2:28][CH2:29][CH3:30])([CH2:25][CH2:26][CH3:27])[C:21]2[C:16](=[CH:17][CH:18]=[CH:19][CH:20]=2)[C:15]=1[OH:31])=O)(=[O:4])=[O:3].C(O)(=O)CC(CC(O)=O)(C(O)=O)O.C(OCC)(=O)C.